Dataset: Forward reaction prediction with 1.9M reactions from USPTO patents (1976-2016). Task: Predict the product of the given reaction. (1) The product is: [O:1]1[C:5]2([CH2:10][CH2:9][CH:8]([CH2:11][C:12]3[CH:13]=[C:14]4[C:20]([C:21]5[CH2:22][N:23]([CH3:26])[NH:24][CH:25]=5)=[CH:19][N:18]([CH2:27][O:28][CH2:29][CH2:30][Si:31]([CH3:33])([CH3:32])[CH3:34])[C:15]4=[N:16][CH:17]=3)[CH2:7][CH2:6]2)[O:4][CH2:3][CH2:2]1. Given the reactants [O:1]1[C:5]2([CH2:10][CH2:9][C:8](=[CH:11][C:12]3[CH:13]=[C:14]4[C:20]([C:21]5[CH2:22][N:23]([CH3:26])[NH:24][CH:25]=5)=[CH:19][N:18]([CH2:27][O:28][CH2:29][CH2:30][Si:31]([CH3:34])([CH3:33])[CH3:32])[C:15]4=[N:16][CH:17]=3)[CH2:7][CH2:6]2)[O:4][CH2:3][CH2:2]1, predict the reaction product. (2) Given the reactants I[C:2]1[CH:6]=[CH:5][N:4]([C:7]2[CH:12]=[CH:11][N:10]=[C:9]([O:13][CH3:14])[CH:8]=2)[N:3]=1.[OH:15][C@@:16]([C@H:25]1[O:30][CH2:29][CH2:28][NH:27][C:26]1=[O:31])([CH3:24])[C:17]([O:19][C:20]([CH3:23])([CH3:22])[CH3:21])=[O:18].P([O-])([O-])([O-])=O.[K+].[K+].[K+].CN(C)[C@@H]1CCCC[C@H]1N, predict the reaction product. The product is: [OH:15][C@@:16]([C@H:25]1[O:30][CH2:29][CH2:28][N:27]([C:2]2[CH:6]=[CH:5][N:4]([C:7]3[CH:12]=[CH:11][N:10]=[C:9]([O:13][CH3:14])[CH:8]=3)[N:3]=2)[C:26]1=[O:31])([CH3:24])[C:17]([O:19][C:20]([CH3:21])([CH3:22])[CH3:23])=[O:18]. (3) Given the reactants Cl.C(OCC)(=O)C.[CH2:8]([O:10][C:11](=[O:32])[C@H:12]([NH:24]C(OC(C)(C)C)=O)[CH2:13][CH2:14][C:15]([C:17]1[CH:22]=[CH:21][C:20]([Cl:23])=[CH:19][CH:18]=1)=O)[CH3:9].C(=O)([O-])O.[Na+], predict the reaction product. The product is: [CH2:8]([O:10][C:11]([C@H:12]1[CH2:13][CH2:14][C:15]([C:17]2[CH:22]=[CH:21][C:20]([Cl:23])=[CH:19][CH:18]=2)=[N:24]1)=[O:32])[CH3:9]. (4) The product is: [F:1][C:2]1[CH:11]=[C:10]2[C:5]([CH:6]=[CH:7][C:8]([CH3:12])=[N:9]2)=[C:4]([N:13]2[CH2:14][CH2:15][N:16]([CH2:19][CH:20]([C:22]3[CH:23]=[CH:24][C:25]4[O:30][CH2:29][C:28](=[O:31])[NH:27][C:26]=4[CH:32]=3)[OH:21])[CH2:17][CH2:18]2)[CH:3]=1. Given the reactants [F:1][C:2]1[CH:11]=[C:10]2[C:5]([CH:6]=[CH:7][C:8]([CH3:12])=[N:9]2)=[C:4]([N:13]2[CH2:18][CH2:17][N:16]([CH2:19][C:20]([C:22]3[CH:23]=[CH:24][C:25]4[O:30][CH2:29][C:28](=[O:31])[NH:27][C:26]=4[CH:32]=3)=[O:21])[CH2:15][CH2:14]2)[CH:3]=1.[BH4-].[Na+], predict the reaction product. (5) Given the reactants [C:1]1([C:15]([O-])=[C:11]([N+:12]([O-:14])=[O:13])[CH:10]=[C:6]([N+:7]([O-:9])=[O:8])[CH:5]=1)[N+:2]([O-:4])=[O:3].[NH4+:17].C(=O)(O)[O-].[NH4+].O, predict the reaction product. The product is: [CH:5]1[C:1]([N+:2]([O-:4])=[O:3])=[C:15]([NH2:17])[C:11]([N+:12]([O-:14])=[O:13])=[CH:10][C:6]=1[N+:7]([O-:9])=[O:8]. (6) Given the reactants [F:1][C:2]([F:9])([F:8])[C:3]([O:5][CH2:6][CH3:7])=[O:4].[NH3:10], predict the reaction product. The product is: [C:2]([C:3]([O:5][CH2:6][CH3:7])=[O:4])([F:9])([F:8])[F:1].[NH3:10]. (7) The product is: [CH3:1][O:2][C:3](=[O:18])[C:4]1[CH:9]=[CH:8][CH:7]=[C:6]([C:10]2[S:11][C:12]([CH2:15][CH2:16][O:17][CH:20]3[CH2:21][CH2:22][CH2:23][CH2:24][O:19]3)=[N:13][N:14]=2)[CH:5]=1. Given the reactants [CH3:1][O:2][C:3](=[O:18])[C:4]1[CH:9]=[CH:8][CH:7]=[C:6]([C:10]2[S:11][C:12]([CH2:15][CH2:16][OH:17])=[N:13][N:14]=2)[CH:5]=1.[O:19]1[CH:24]=[CH:23][CH2:22][CH2:21][CH2:20]1.O.C1(C)C=CC(S(O)(=O)=O)=CC=1, predict the reaction product. (8) The product is: [CH3:30][CH:29]([CH3:31])[CH2:28][CH2:27][N:1]([CH2:47][CH2:48][CH:43]([CH3:45])[CH3:52])[CH2:2][CH2:3][CH2:4][N:5]1[C:9]2[CH:10]=[CH:11][CH:12]=[CH:13][C:8]=2[N:7]=[C:6]1[CH2:14][N:15]([CH3:26])[CH:16]1[C:25]2[N:24]=[CH:23][CH:22]=[CH:21][C:20]=2[CH2:19][CH2:18][CH2:17]1. Given the reactants [NH2:1][CH2:2][CH2:3][CH2:4][N:5]1[C:9]2[CH:10]=[CH:11][CH:12]=[CH:13][C:8]=2[N:7]=[C:6]1[CH2:14][N:15]([CH3:26])[CH:16]1[C:25]2[N:24]=[CH:23][CH:22]=[CH:21][C:20]=2[CH2:19][CH2:18][CH2:17]1.[CH:27](=O)[CH2:28][CH:29]([CH3:31])[CH3:30].[BH-](O[C:43]([CH3:45])=O)(OC(C)=O)OC(C)=O.[Na+].[CH3:47][C:48](O)=O.Cl[CH2:52]CCl, predict the reaction product. (9) Given the reactants [OH:1][CH:2]1[CH2:7][CH2:6][CH2:5][NH:4][CH:3]1[CH3:8].CC(C)([O-])C.[K+].[CH2:15]([NH:22][C@@H:23]1[C@H:27]2[O:28][CH2:29][C@@H:30](OS(C3C=CC(C)=CC=3)(=O)=O)[C@H:26]2[O:25][CH2:24]1)[C:16]1[CH:21]=[CH:20][CH:19]=[CH:18][CH:17]=1, predict the reaction product. The product is: [CH2:15]([NH:22][C@H:23]1[CH2:24][O:25][C@@H:26]2[C@@H:30]([O:1][C:2]3[C:3]([CH3:8])=[N:4][CH:5]=[CH:6][CH:7]=3)[CH2:29][O:28][C@H:27]12)[C:16]1[CH:17]=[CH:18][CH:19]=[CH:20][CH:21]=1.